This data is from Full USPTO retrosynthesis dataset with 1.9M reactions from patents (1976-2016). The task is: Predict the reactants needed to synthesize the given product. Given the product [C:35]([C:32]1([NH:31][C:29]([C@@H:14]2[CH2:13][C@@H:12]([S:9]([C:3]3[CH:4]=[CH:5][C:6]([N:44]4[CH2:45][CH2:46][N:41]([C:37]([CH3:40])([CH3:39])[CH3:38])[CH2:42][CH2:43]4)=[CH:7][C:2]=3[Cl:1])(=[O:11])=[O:10])[CH2:16][N:15]2[C:17]2[N:21]([CH:22]3[CH2:27][CH2:26][O:25][CH2:24][CH2:23]3)[N:20]=[C:19]([CH3:28])[CH:18]=2)=[O:30])[CH2:34][CH2:33]1)#[N:36], predict the reactants needed to synthesize it. The reactants are: [Cl:1][C:2]1[CH:7]=[C:6](F)[CH:5]=[CH:4][C:3]=1[S:9]([C@H:12]1[CH2:16][N:15]([C:17]2[N:21]([CH:22]3[CH2:27][CH2:26][O:25][CH2:24][CH2:23]3)[N:20]=[C:19]([CH3:28])[CH:18]=2)[C@H:14]([C:29]([NH:31][C:32]2([C:35]#[N:36])[CH2:34][CH2:33]2)=[O:30])[CH2:13]1)(=[O:11])=[O:10].[C:37]([N:41]1[CH2:46][CH2:45][NH:44][CH2:43][CH2:42]1)([CH3:40])([CH3:39])[CH3:38].